Dataset: Catalyst prediction with 721,799 reactions and 888 catalyst types from USPTO. Task: Predict which catalyst facilitates the given reaction. (1) Reactant: C(=O)([O-])[O-].[K+].[K+].[NH2:7][C:8]1[N:9]=[CH:10][C:11]([C:26]2[CH:36]=[CH:35][C:29]([C:30]([N:32]([CH3:34])[CH3:33])=[O:31])=[CH:28][CH:27]=2)=[N:12][C:13]=1[C:14]1[O:15][C:16]([C:19]2[CH:24]=[CH:23][CH:22]=[CH:21][C:20]=2[OH:25])=[N:17][N:18]=1.Br[CH2:38][CH3:39].O. Product: [NH2:7][C:8]1[N:9]=[CH:10][C:11]([C:26]2[CH:36]=[CH:35][C:29]([C:30]([N:32]([CH3:34])[CH3:33])=[O:31])=[CH:28][CH:27]=2)=[N:12][C:13]=1[C:14]1[O:15][C:16]([C:19]2[CH:24]=[CH:23][CH:22]=[CH:21][C:20]=2[O:25][CH2:38][CH3:39])=[N:17][N:18]=1. The catalyst class is: 3. (2) Reactant: [Br:1][C:2]1[CH:10]=[CH:9][C:8]([F:11])=[C:7]2[C:3]=1[C:4]([NH2:12])=[N:5][NH:6]2.CC1(C)OC(=O)[CH:17]([C:21]([CH:23]2[CH2:28][CH2:27][N:26]([C:29]([O:31][C:32]([CH3:35])([CH3:34])[CH3:33])=[O:30])[CH2:25][CH2:24]2)=O)[C:16](=O)[O:15]1.P([O-])([O-])([O-])=O.[K+].[K+].[K+]. Product: [Br:1][C:2]1[C:3]2[C:7]([C:8]([F:11])=[CH:9][CH:10]=1)=[N:6][N:5]1[C:21]([CH:23]3[CH2:28][CH2:27][N:26]([C:29]([O:31][C:32]([CH3:35])([CH3:34])[CH3:33])=[O:30])[CH2:25][CH2:24]3)=[CH:17][C:16](=[O:15])[NH:12][C:4]=21. The catalyst class is: 10. (3) Reactant: C([N:8]([CH2:19][CH2:20][C:21]1[CH:26]=[CH:25][C:24]([CH:27](O)[C:28]2[CH:33]=[CH:32][C:31]([OH:34])=[CH:30][CH:29]=2)=[CH:23][CH:22]=1)[CH2:9][C@@H:10]([C:12]1[CH:17]=[CH:16][CH:15]=[C:14]([Cl:18])[CH:13]=1)[OH:11])C1C=CC=CC=1. Product: [Cl:18][C:14]1[CH:13]=[C:12]([C@@H:10]([OH:11])[CH2:9][NH:8][CH2:19][CH2:20][C:21]2[CH:22]=[CH:23][C:24]([CH2:27][C:28]3[CH:29]=[CH:30][C:31]([OH:34])=[CH:32][CH:33]=3)=[CH:25][CH:26]=2)[CH:17]=[CH:16][CH:15]=1. The catalyst class is: 89. (4) The catalyst class is: 5. Reactant: [O:1]1[CH:5]=[CH:4][CH:3]=[C:2]1[C:6]1[N:10]([C:11]2[S:12][CH:13]=[C:14]([C:16]([O:18]CC)=O)[N:15]=2)[N:9]=[C:8]([C:21]([F:24])([F:23])[F:22])[CH:7]=1.[OH-].[NH4+:26].C1COCC1. Product: [O:1]1[CH:5]=[CH:4][CH:3]=[C:2]1[C:6]1[N:10]([C:11]2[S:12][CH:13]=[C:14]([C:16]([NH2:26])=[O:18])[N:15]=2)[N:9]=[C:8]([C:21]([F:23])([F:22])[F:24])[CH:7]=1. (5) Reactant: C(=O)([O-])[O-].[K+].[K+].[I-:7].[F:8][C:9]1[CH:18]=[CH:17][C:16]([O:19][CH2:20][CH2:21][CH3:22])=[C:15]2[C:10]=1[C:11](=[O:27])[CH:12]=[C:13]([C:23]([F:26])([F:25])[F:24])[NH:14]2.S([O-])([O-])=O.[Na+].[Na+]. Product: [F:8][C:9]1[CH:18]=[CH:17][C:16]([O:19][CH2:20][CH2:21][CH3:22])=[C:15]2[C:10]=1[C:11](=[O:27])[C:12]([I:7])=[C:13]([C:23]([F:25])([F:26])[F:24])[NH:14]2. The catalyst class is: 399. (6) Product: [C:1]([O:4][CH2:5][C:6]([CH2:18][CH2:19][C:20]1([CH2:26][CH2:27][N:28]2[CH2:33][CH2:32][CH:31]([N:34]([C:35]3[CH:40]=[CH:39][C:38]([CH3:41])=[CH:37][CH:36]=3)[C:54]([C:50]3[O:49][CH:53]=[CH:52][CH:51]=3)=[O:55])[CH2:30][CH2:29]2)[CH2:25][CH2:24][CH2:23][CH2:22][CH2:21]1)([CH2:12][CH2:13][O:14][C:15](=[O:17])[CH3:16])[CH2:7][O:8][C:9](=[O:11])[CH3:10])(=[O:3])[CH3:2]. The catalyst class is: 4. Reactant: [C:1]([O:4][CH2:5][C:6]([CH2:18][CH2:19][C:20]1([CH2:26][CH2:27][N:28]2[CH2:33][CH2:32][CH:31]([NH:34][C:35]3[CH:40]=[CH:39][C:38]([CH3:41])=[CH:37][CH:36]=3)[CH2:30][CH2:29]2)[CH2:25][CH2:24][CH2:23][CH2:22][CH2:21]1)([CH2:12][CH2:13][O:14][C:15](=[O:17])[CH3:16])[CH2:7][O:8][C:9](=[O:11])[CH3:10])(=[O:3])[CH3:2].C(N(CC)CC)C.[O:49]1[CH:53]=[CH:52][CH:51]=[C:50]1[C:54](Cl)=[O:55].C(O)(=O)CC(CC(O)=O)(C(O)=O)O. (7) Reactant: Br[C:2]1[CH:7]=[CH:6][N:5]=[C:4]([O:8][C:9]([CH3:12])([CH3:11])[CH3:10])[CH:3]=1.[B:13]1([B:13]2[O:17][C:16]([CH3:19])([CH3:18])[C:15]([CH3:21])([CH3:20])[O:14]2)[O:17][C:16]([CH3:19])([CH3:18])[C:15]([CH3:21])([CH3:20])[O:14]1.C([O-])(=O)C.[K+].O1CCOCC1. Product: [C:9]([O:8][C:4]1[CH:3]=[C:2]([B:13]2[O:17][C:16]([CH3:19])([CH3:18])[C:15]([CH3:21])([CH3:20])[O:14]2)[CH:7]=[CH:6][N:5]=1)([CH3:12])([CH3:11])[CH3:10]. The catalyst class is: 25.